This data is from Forward reaction prediction with 1.9M reactions from USPTO patents (1976-2016). The task is: Predict the product of the given reaction. (1) The product is: [F:50][C:49]([C:47]1[CH:48]=[CH:43][CH:44]=[CH:45][C:46]=1[CH2:12][C:11]([NH2:19])=[O:13])([F:51])[F:52]. Given the reactants C(O[BH-](O[C:11](=[O:13])[CH3:12])OC(=O)C)(=O)C.[Na+].Cl.FC1(F)C(C)CC[NH:19]C1.CC([C:43]1[CH:48]=[C:47]([C:49]([F:52])([F:51])[F:50])[CH:46]=[C:45](C(F)(F)F)[CH:44]=1)C(NC1(C2C=CC=CC=2)CCC(=O)CC1)=O.C(N(CC)CC)C.C(=O)([O-])O.[Na+], predict the reaction product. (2) Given the reactants [CH3:1][C:2](=[CH2:7])[C:3]#[C:4][CH2:5][OH:6].[CH3:8][SiH:9]([CH3:14])N[SiH](C)C.CC([O-])(C)C.[K+], predict the reaction product. The product is: [CH3:8][Si:9]1([CH3:14])[C:3]([C:2]([CH3:1])=[CH2:7])=[CH:4][CH2:5][O:6]1. (3) Given the reactants [N:1]([CH2:4][CH2:5][CH2:6][CH2:7][OH:8])=[N+:2]=[N-:3].[H-].[Na+].[Cl:11][C:12]1[CH:17]=[CH:16][C:15]([CH:18]([C:42]2[CH:47]=[CH:46][C:45]([Cl:48])=[CH:44][CH:43]=2)[C:19]2[CH:20]=[C:21]3[C:26](=[CH:27][CH:28]=2)[N:25]=[C:24](Cl)[N:23]=[C:22]3[NH:30][CH2:31][C:32]2[CH:37]=[CH:36][CH:35]=[C:34]([C:38]([F:41])([F:40])[F:39])[CH:33]=2)=[CH:14][CH:13]=1, predict the reaction product. The product is: [N:1]([CH2:4][CH2:5][CH2:6][CH2:7][O:8][C:24]1[N:23]=[C:22]([NH:30][CH2:31][C:32]2[CH:37]=[CH:36][CH:35]=[C:34]([C:38]([F:39])([F:40])[F:41])[CH:33]=2)[C:21]2[C:26](=[CH:27][CH:28]=[C:19]([CH:18]([C:15]3[CH:14]=[CH:13][C:12]([Cl:11])=[CH:17][CH:16]=3)[C:42]3[CH:47]=[CH:46][C:45]([Cl:48])=[CH:44][CH:43]=3)[CH:20]=2)[N:25]=1)=[N+:2]=[N-:3]. (4) Given the reactants [CH3:1][S:2]([C:5]1[CH:6]=[CH:7][C:8]([O:14][CH:15]([CH3:20])[C:16]([F:19])([F:18])[F:17])=[C:9]([CH:13]=1)[C:10]([OH:12])=O)(=[O:4])=[O:3].Cl.[F:22][C:23]([F:37])([F:36])[CH2:24][C:25]1[S:29][C:28]([N:30]2[CH2:35][CH2:34][NH:33][CH2:32][CH2:31]2)=[N:27][CH:26]=1, predict the reaction product. The product is: [CH3:1][S:2]([C:5]1[CH:6]=[CH:7][C:8]([O:14][CH:15]([CH3:20])[C:16]([F:19])([F:18])[F:17])=[C:9]([C:10]([N:33]2[CH2:34][CH2:35][N:30]([C:28]3[S:29][C:25]([CH2:24][C:23]([F:37])([F:22])[F:36])=[CH:26][N:27]=3)[CH2:31][CH2:32]2)=[O:12])[CH:13]=1)(=[O:3])=[O:4]. (5) Given the reactants [CH2:1]([O:8][CH2:9][CH2:10][CH2:11][O:12][C:13]1[CH:18]=[CH:17][C:16]([CH2:19][C:20]2[C:21](=[O:28])[NH:22][NH:23][C:24]=2[CH:25]([CH3:27])[CH3:26])=[CH:15][CH:14]=1)[C:2]1[CH:7]=[CH:6][CH:5]=[CH:4][CH:3]=1.[CH3:29][C:30]([O:32][CH2:33][C@H:34]1[O:39][C@H:38](Br)[C@H:37]([O:41][C:42]([CH3:44])=[O:43])[C@@H:36]([O:45][C:46]([CH3:48])=[O:47])[C@@H:35]1[O:49][C:50]([CH3:52])=[O:51])=[O:31].[OH-].[Na+], predict the reaction product. The product is: [C:42]([O:41][C@@H:37]1[C@@H:36]([O:45][C:46](=[O:47])[CH3:48])[C@H:35]([O:49][C:50](=[O:51])[CH3:52])[C@@H:34]([CH2:33][O:32][C:30](=[O:31])[CH3:29])[O:39][C@H:38]1[O:28][C:21]1[C:20]([CH2:19][C:16]2[CH:17]=[CH:18][C:13]([O:12][CH2:11][CH2:10][CH2:9][O:8][CH2:1][C:2]3[CH:7]=[CH:6][CH:5]=[CH:4][CH:3]=3)=[CH:14][CH:15]=2)=[C:24]([CH:25]([CH3:26])[CH3:27])[NH:23][N:22]=1)(=[O:43])[CH3:44]. (6) Given the reactants [Cl:1][C:2]1[N:7]=[C:6]([Cl:8])[CH:5]=[C:4](Cl)[N:3]=1.[CH:10]12[CH2:19][CH:14]3[CH2:15][CH:16]([CH2:18][CH:12]([CH2:13]3)[CH:11]1[Zn]Br)[CH2:17]2, predict the reaction product. The product is: [CH:10]12[CH2:19][CH:14]3[CH2:15][CH:16]([CH2:18][CH:12]([CH2:13]3)[CH:11]1[C:4]1[CH:5]=[C:6]([Cl:8])[N:7]=[C:2]([Cl:1])[N:3]=1)[CH2:17]2. (7) Given the reactants [C:1](#N)[CH2:2][CH2:3]/[CH:4]=[CH:5]\[CH2:6][CH2:7][CH2:8]/[CH:9]=[CH:10]\[CH2:11][CH3:12].C1(C)C=CC=CC=1.CC(C[AlH]CC(C)C)C.Cl.C1C[O:34]CC1, predict the reaction product. The product is: [CH:1](=[O:34])[CH2:2][CH2:3]/[CH:4]=[CH:5]\[CH2:6][CH2:7][CH2:8]/[CH:9]=[CH:10]\[CH2:11][CH3:12]. (8) Given the reactants [Cl:1][C:2]1[CH:7]=[CH:6][C:5]([NH2:8])=[C:4]([NH2:9])[CH:3]=1.[C:10]1([C:24]2[CH:29]=[CH:28][CH:27]=[CH:26][CH:25]=2)[CH:15]=[CH:14][C:13]([CH:16]2[CH2:22][C:21](=O)[O:20][C:18](=[O:19])[CH2:17]2)=[CH:12][CH:11]=1.Cl, predict the reaction product. The product is: [ClH:1].[C:10]1([C:24]2[CH:25]=[CH:26][CH:27]=[CH:28][CH:29]=2)[CH:15]=[CH:14][C:13]([CH:16]([CH2:22][C:21]2[NH:9][C:4]3[CH:3]=[C:2]([Cl:1])[CH:7]=[CH:6][C:5]=3[N:8]=2)[CH2:17][C:18]([OH:20])=[O:19])=[CH:12][CH:11]=1. (9) The product is: [CH2:11]([C:2]1[CH2:3][C:4]2[C:9]([CH:10]=1)=[CH:8][CH:7]=[CH:6][CH:5]=2)[C:12]([CH3:15])([CH3:14])[CH3:13]. Given the reactants Br[C:2]1[CH2:3][C:4]2[C:9]([CH:10]=1)=[CH:8][CH:7]=[CH:6][CH:5]=2.[CH2:11]([Mg]Cl)[C:12]([CH3:15])([CH3:14])[CH3:13], predict the reaction product.